Dataset: Catalyst prediction with 721,799 reactions and 888 catalyst types from USPTO. Task: Predict which catalyst facilitates the given reaction. (1) Product: [OH:23][C@H:22]([C:24]1[C:25]([CH3:34])=[C:26]2[C:30](=[CH:31][CH:32]=1)[C:29](=[O:33])[O:28][CH2:27]2)[CH2:21][N:15]1[CH2:16][C@@H:17]2[CH2:20][C@H:14]1[CH2:19][N:18]2[S:9]([C:6]1[CH:7]=[CH:8][C:3]([C:1]#[N:2])=[CH:4][CH:5]=1)(=[O:11])=[O:10]. Reactant: [C:1]([C:3]1[CH:8]=[CH:7][C:6]([S:9](Cl)(=[O:11])=[O:10])=[CH:5][CH:4]=1)#[N:2].Cl.[C@H:14]12[CH2:20][C@H:17]([NH:18][CH2:19]1)[CH2:16][N:15]2[CH2:21][C@@H:22]([C:24]1[C:25]([CH3:34])=[C:26]2[C:30](=[CH:31][CH:32]=1)[C:29](=[O:33])[O:28][CH2:27]2)[OH:23].CCN(C(C)C)C(C)C. The catalyst class is: 623. (2) Reactant: [NH2:1][C:2]1[N:3]=[N:4][CH:5]=[C:6]([C:8]2[CH:24]=[CH:23][C:11]([O:12][C:13]3[CH:18]=[CH:17][N:16]=[C:15]([C:19]([NH:21][CH3:22])=[O:20])[CH:14]=3)=[CH:10][CH:9]=2)[N:7]=1.[Cl:25][C:26]1[CH:31]=[CH:30][C:29]([S:32](Cl)(=[O:34])=[O:33])=[CH:28][C:27]=1[C:36]([F:39])([F:38])[F:37]. Product: [Cl:25][C:26]1[CH:31]=[CH:30][C:29]([S:32]([NH:1][C:2]2[N:3]=[N:4][CH:5]=[C:6]([C:8]3[CH:9]=[CH:10][C:11]([O:12][C:13]4[CH:18]=[CH:17][N:16]=[C:15]([C:19]([NH:21][CH3:22])=[O:20])[CH:14]=4)=[CH:23][CH:24]=3)[N:7]=2)(=[O:33])=[O:34])=[CH:28][C:27]=1[C:36]([F:39])([F:37])[F:38]. The catalyst class is: 17. (3) Reactant: [CH3:1][C:2]1[C:10]2[N:9]=[CH:8][NH:7][C:6]=2[CH:5]=[CH:4][C:3]=1[C:11]#[N:12].C1COCC1.[O:18]1[CH:23]=[CH:22][CH2:21][CH2:20][CH2:19]1.CC1C=CC(S(O)(=O)=O)=CC=1.O. Product: [CH3:1][C:2]1[C:10]2[N:9]=[CH:8][N:7]([CH:19]3[CH2:20][CH2:21][CH2:22][CH2:23][O:18]3)[C:6]=2[CH:5]=[CH:4][C:3]=1[C:11]#[N:12]. The catalyst class is: 25. (4) Reactant: Cl.[C:2]([C:4]1[CH:11]=[CH:10][C:7]([CH2:8][NH2:9])=[CH:6][CH:5]=1)#[N:3].C[O:13][C:14](=O)[C:15]1[C:20]([I:21])=[C:19]([F:22])[CH:18]=[CH:17][C:16]=1[CH2:23]Br.C([O-])([O-])=O.[K+].[K+]. Product: [F:22][C:19]1[C:20]([I:21])=[C:15]2[C:16]([CH2:23][N:3]([CH2:2][C:4]3[CH:11]=[CH:10][C:7]([C:8]#[N:9])=[CH:6][CH:5]=3)[C:14]2=[O:13])=[CH:17][CH:18]=1. The catalyst class is: 11. (5) Reactant: CS(C)=O.[C:5](Cl)(=[O:9])[C:6](Cl)=O.[OH:11][CH2:12][CH2:13][CH2:14][CH:15]1[CH2:20][CH2:19][N:18]([C:21]([OH:23])=O)[CH2:17][CH2:16]1.Cl. Product: [O:11]=[CH:12][CH2:13][CH2:14][CH:15]1[CH2:16][CH2:17][N:18]([C:21]([O:9][CH2:5][C:6]2[CH:16]=[CH:15][CH:14]=[CH:13][CH:12]=2)=[O:23])[CH2:19][CH2:20]1. The catalyst class is: 236. (6) Reactant: [Cl:1][C:2]1[CH:7]=[CH:6][C:5]([N:8]2[CH:12]=[CH:11][CH:10]=[C:9]2[CH:13]=[CH:14][C:15]([O:17]C)=[O:16])=[C:4]([CH:19]([C:21]2[CH:26]=[CH:25][CH:24]=[C:23]([O:27][CH3:28])[CH:22]=2)[OH:20])[CH:3]=1.C(=O)([O-])[O-].[K+].[K+].O. Product: [Cl:1][C:2]1[CH:7]=[CH:6][C:5]([N:8]2[CH:12]=[CH:11][CH:10]=[C:9]2[CH:13]=[CH:14][C:15]([OH:17])=[O:16])=[C:4]([CH:19]([C:21]2[CH:26]=[CH:25][CH:24]=[C:23]([O:27][CH3:28])[CH:22]=2)[OH:20])[CH:3]=1. The catalyst class is: 5. (7) Reactant: [OH:1][CH:2]1[CH:18]2[CH:9]([CH2:10][CH2:11][C:12]3[C:17]2([CH3:19])[CH2:16][CH2:15][C:14](=[O:20])[CH:13]=3)[CH:8]2[C:4]([CH3:22])([C:5](=O)[CH2:6][CH2:7]2)[CH2:3]1.N1C=CC=CC=1.Cl.[NH2:30][OH:31]. Product: [OH:1][C@@H:2]1[C@H:18]2[C@@H:9]([CH2:10][CH2:11][C:12]3[C@:17]2([CH3:19])[CH2:16][CH2:15][C:14](=[O:20])[CH:13]=3)[C@H:8]2[C@@:4]([CH3:22])(/[C:5](=[N:30]\[OH:31])/[CH2:6][CH2:7]2)[CH2:3]1. The catalyst class is: 5. (8) Product: [CH2:16]([O:15][C:13](=[O:14])[CH2:12][O:10][CH2:3][C:4]1[CH:9]=[CH:8][CH:7]=[CH:6][CH:5]=1)[CH3:17]. The catalyst class is: 93. Reactant: [H-].[Na+].[CH2:3]([OH:10])[C:4]1[CH:9]=[CH:8][CH:7]=[CH:6][CH:5]=1.Br[CH2:12][C:13]([O:15][CH2:16][CH3:17])=[O:14].Cl.